This data is from Drug half-life prediction data from Obach et al.. The task is: Regression/Classification. Given a drug SMILES string, predict its absorption, distribution, metabolism, or excretion properties. Task type varies by dataset: regression for continuous measurements (e.g., permeability, clearance, half-life) or binary classification for categorical outcomes (e.g., BBB penetration, CYP inhibition). For this dataset (half_life_obach), we predict log10(half-life) (log10 of half-life in hours). (1) The compound is CC(C)NCC(O)c1ccc(O)c(O)c1. The log10(half-life) is -0.390. (2) The molecule is CN[C@@H]1[C@H](O[C@H]2[C@H](O[C@@H]3[C@@H](N=C(N)N)[C@H](O)[C@@H](N=C(N)N)[C@H](O)[C@H]3O)O[C@@H](C)[C@]2(O)C=O)O[C@@H](CO)[C@H](O)[C@H]1O. The log10(half-life) is 0.630. (3) The drug is C[C@H]1c2cccc(O)c2C(=O)C2=C(O)[C@]3(O)C(=O)C(C(N)=O)=C(O)[C@@H](N(C)C)[C@@H]3[C@@H](O)[C@@H]21. The log10(half-life) is 1.15. (4) The compound is CCCCc1ncc(/C=C(\Cc2cccs2)C(=O)O)n1Cc1ccc(C(=O)O)cc1. The log10(half-life) is 0.320. (5) The compound is CCN(CC)CCNC(=O)c1ccc(NS(C)(=O)=O)cc1. The log10(half-life) is 0.580.